Dataset: Catalyst prediction with 721,799 reactions and 888 catalyst types from USPTO. Task: Predict which catalyst facilitates the given reaction. Product: [CH2:14]([O:21][C:22]1[CH:29]=[CH:28][C:25]([CH2:26][NH:27][C:44]([C@H:41]2[CH2:2][CH2:42][CH2:43][N:39]([C:37]([O:36][C:32]([CH3:33])([CH3:34])[CH3:35])=[O:38])[CH2:40]2)=[O:46])=[CH:24][C:23]=1[O:30][CH3:31])[C:15]1[CH:20]=[CH:19][CH:18]=[CH:17][CH:16]=1. The catalyst class is: 2. Reactant: Cl.[CH2:2](N=C=NCCCN(C)C)C.Cl.[CH2:14]([O:21][C:22]1[CH:29]=[CH:28][C:25]([CH2:26][NH2:27])=[CH:24][C:23]=1[O:30][CH3:31])[C:15]1[CH:20]=[CH:19][CH:18]=[CH:17][CH:16]=1.[C:32]([O:36][C:37]([N:39]1[CH2:43][CH2:42][C@H:41]([C:44]([OH:46])=O)[CH2:40]1)=[O:38])([CH3:35])([CH3:34])[CH3:33].C(N(CC)CC)C.